This data is from Experimentally validated miRNA-target interactions with 360,000+ pairs, plus equal number of negative samples. The task is: Binary Classification. Given a miRNA mature sequence and a target amino acid sequence, predict their likelihood of interaction. (1) The miRNA is hsa-miR-92a-3p with sequence UAUUGCACUUGUCCCGGCCUGU. The protein sequence of the target gene is METHISCLFPELLAMIFGYLDVRDKGRAAQVCTAWRDAAYHKSVWRGVEAKLHLRRANPSLFPSLQARGIRRVQILSLRRSLSYVIQGMANIESLNLSGCYNLTDNGLGHAFVQEIGSLRALNLSLCKQITDSSLGRIAQYLKGLEVLELGGCSNITNTGLLLIAWGLQRLKSLNLRSCRHLSDVGIGHLAGMTRSAAEGCLGLEQLTLQDCQKLTDLSLKHISRGLTGLRLLNLSFCGGISDAGLLHLSHMGSLRSLNLRSCDNISDTGIMHLAMGSLRLSGLDVSFCDKVGDQSLAYI.... Result: 0 (no interaction). (2) The miRNA is hsa-miR-124-3p with sequence UAAGGCACGCGGUGAAUGCCAA. The protein sequence of the target gene is MWSAGRGGAAWPVLLGLLLALLVPGGGAAKTGAELVTCGSVLKLLNTHHRVRLHSHDIKYGSGSGQQSVTGVEASDDANSYWRIRGGSEGGCPRGSPVRCGQAVRLTHVLTGKNLHTHHFPSPLSNNQEVSAFGEDGEGDDLDLWTVRCSGQHWEREAAVRFQHVGTSVFLSVTGEQYGSPIRGQHEVHGMPSANTHNTWKAMEGIFIKPSVEPSAGHDEL. Result: 1 (interaction). (3) The miRNA is hsa-miR-3609 with sequence CAAAGUGAUGAGUAAUACUGGCUG. The protein sequence of the target gene is MAAVHDLEMESMNLNMGREMKEELEEEEKMREDGGGKDRAKSKKVHRIVSKWMLPEKSRGTYLERANCFPPPVFIISISLAELAVFIYYAVWKPQKQWITLDTGILESPFIYSPEKREEAWRFISYMLVHAGVQHILGNLCMQLVLGIPLEMVHKGLRVGLVYLAGVIAGSLASSIFDPLRYLVGASGGVYALMGGYFMNVLVNFQEMIPAFGIFRLLIIILIIVLDMGFALYRRFFVPEDGSPVSFAAHIAGGFAGMSIGYTVFSCFDKALLKDPRFWIAIAAYLACVLFAVFFNIFLS.... Result: 0 (no interaction). (4) The miRNA is hsa-miR-8058 with sequence CUGGACUUUGAUCUUGCCAUAA. The protein sequence of the target gene is MARGLGAPHWVAVGLLTWATLGLLVAGLGGHDDLHDDLQEDFHGHSHRHSHEDFHHGHSHAHGHGHTHESIWHGHTHDHDHGHSHEDLHHGHSHGYSHESLYHRGHGHDHEHSHGGYGESGAPGIKQDLDAVTLWAYALGATVLISAAPFFVLFLIPVESNSPRHRSLLQILLSFASGGLLGDAFLHLIPHALEPHSHHTLEQPGHGHSHSGQGPILSVGLWVLSGIVAFLVVEKFVRHVKGGHGHSHGHGHAHSHTRGSHGHGRQERSTKEKQSSEEEEKETRGVQKRRGGSTVPKDGP.... Result: 0 (no interaction). (5) The miRNA is hsa-miR-219a-5p with sequence UGAUUGUCCAAACGCAAUUCU. The protein sequence of the target gene is MAAQVTLEDALSNVDLLEELPLPDQQPCIEPPPSSLLYQPNFNTNFEDRNAFVTGIARYIEQATVHSSMNEMLEEGQEYAVMLYTWRSCSRAIPQVKCNEQPNRVEIYEKTVEVLEPEVTKLMNFMYFQRNAIERFCGEVRRLCHAERRKDFVSEAYLITLGKFINMFAVLDELKNMKCSVKNDHSAYKRAAQFLRKMADPQSIQESQNLSMFLANHNKITQSLQQQLEVISGYEELLADIVNLCVDYYENRMYLTPSEKHMLLKVMGFGLYLMDGSVSNIYKLDAKKRINLSKIDKYFK.... Result: 0 (no interaction). (6) The miRNA is hsa-miR-6726-3p with sequence CUCGCCCUGUCUCCCGCUAG. The protein sequence of the target gene is MVLPLPWLSRYHFLRLLLPSWSLAPQGSHGCCSQNPKASMEEQTSSRGNGKMTSPPRGPGTHRTAELARAEELLEQQLELYQALLEGQEGAWEAQALVLKIQKLKEQMRRHQESLGGGA. Result: 0 (no interaction).